This data is from Forward reaction prediction with 1.9M reactions from USPTO patents (1976-2016). The task is: Predict the product of the given reaction. (1) Given the reactants [NH2:1][C:2]1[N:3]=[C:4]([NH:17][C:18]2[CH:23]=[CH:22][C:21]([S:24](F)(=[O:26])=[O:25])=[CH:20][CH:19]=2)[S:5][C:6]=1[C:7](=[O:16])[C:8]1[C:13]([F:14])=[CH:12][CH:11]=[CH:10][C:9]=1[F:15].[CH3:28][N:29]([CH3:33])[CH2:30][CH2:31][NH2:32], predict the reaction product. The product is: [NH2:1][C:2]1[N:3]=[C:4]([NH:17][C:18]2[CH:23]=[CH:22][C:21]([S:24]([NH:32][CH2:31][CH2:30][N:29]([CH3:33])[CH3:28])(=[O:26])=[O:25])=[CH:20][CH:19]=2)[S:5][C:6]=1[C:7](=[O:16])[C:8]1[C:13]([F:14])=[CH:12][CH:11]=[CH:10][C:9]=1[F:15]. (2) Given the reactants [CH2:1]([O:8][C:9]1[CH:21]=[CH:20][C:12]([CH2:13][C@H:14]2[O:19][CH2:18][CH2:17][NH:16][CH2:15]2)=[CH:11][CH:10]=1)[C:2]1[CH:7]=[CH:6][CH:5]=[CH:4][CH:3]=1.[C:22]([O:26][C:27](O[C:27]([O:26][C:22]([CH3:25])([CH3:24])[CH3:23])=[O:28])=[O:28])([CH3:25])([CH3:24])[CH3:23], predict the reaction product. The product is: [C:27]([N:16]1[CH2:17][CH2:18][O:19][C@H:14]([CH2:13][C:12]2[CH:20]=[CH:21][C:9]([O:8][CH2:1][C:2]3[CH:3]=[CH:4][CH:5]=[CH:6][CH:7]=3)=[CH:10][CH:11]=2)[CH2:15]1)([O:26][C:22]([CH3:25])([CH3:24])[CH3:23])=[O:28]. (3) Given the reactants [CH3:1][N:2]([CH3:14])[CH2:3][CH2:4][O:5][C:6]1[N:11]=[C:10]([NH2:12])[CH:9]=[C:8]([F:13])[N:7]=1.[CH3:15][N:16]([CH3:20])[CH2:17]CO, predict the reaction product. The product is: [F:13][C:8]1[N:7]=[C:6]([O:5][CH2:4][CH2:3][N:2]2[CH2:14][CH2:17][N:16]([CH3:20])[CH2:15][CH2:1]2)[N:11]=[C:10]([NH2:12])[CH:9]=1. (4) Given the reactants [Si:1]([O:8][CH2:9][CH2:10][CH2:11][N:12]1[C:17](=[O:18])[C:16]2[C:19]([CH:24]([OH:29])[CH2:25][CH:26]([CH3:28])[CH3:27])=[C:20](Cl)[N:21]=[CH:22][C:15]=2[N:14]([CH3:30])[C:13]1=[O:31])([C:4]([CH3:7])([CH3:6])[CH3:5])([CH3:3])[CH3:2].[CH:32]([C:35]1[CH:40]=[CH:39][CH:38]=[CH:37][C:36]=1B(O)O)([CH3:34])[CH3:33].[O-]P([O-])([O-])=O.[K+].[K+].[K+], predict the reaction product. The product is: [Si:1]([O:8][CH2:9][CH2:10][CH2:11][N:12]1[C:17](=[O:18])[C:16]2[C:19]([CH:24]([OH:29])[CH2:25][CH:26]([CH3:28])[CH3:27])=[C:20]([C:36]3[CH:37]=[CH:38][CH:39]=[CH:40][C:35]=3[CH:32]([CH3:34])[CH3:33])[N:21]=[CH:22][C:15]=2[N:14]([CH3:30])[C:13]1=[O:31])([C:4]([CH3:7])([CH3:6])[CH3:5])([CH3:3])[CH3:2]. (5) The product is: [N+:18]([CH2:21][CH2:22][O:12][C:11](=[O:13])/[CH:10]=[CH:9]/[C:4]1[CH:5]=[CH:6][C:7]([OH:8])=[C:2]([OH:1])[CH:3]=1)([O-:20])=[O:19]. Given the reactants [OH:1][C:2]1[CH:3]=[C:4]([CH:9]=[CH:10][C:11]([OH:13])=[O:12])[CH:5]=[CH:6][C:7]=1[OH:8].S(Cl)(Cl)=O.[N+:18]([CH2:21][CH2:22]O)([O-:20])=[O:19], predict the reaction product.